This data is from Forward reaction prediction with 1.9M reactions from USPTO patents (1976-2016). The task is: Predict the product of the given reaction. (1) The product is: [C:11]1(=[O:23])[C:12]2[C:21](=[N:20][C:19]3[C:14]([CH:13]=2)=[CH:15][CH:16]=[CH:17][CH:18]=3)[CH:22]=[CH:9][C:10]1=[O:24]. Given the reactants C1(C)C=C(C)C=C(C)C=1[C:9]1[C:10](=[O:24])[C:11](=[O:23])[C:12]2[C:21]([CH:22]=1)=[N:20][C:19]1[C:14](=[CH:15][CH:16]=[CH:17][CH:18]=1)[CH:13]=2.CN1C(=O)N(C)CCC1, predict the reaction product. (2) Given the reactants C[O:2][C:3](=[O:46])[C:4]1[CH:9]=[CH:8][CH:7]=[CH:6][C:5]=1[O:10][C:11]1[CH:16]=[CH:15][CH:14]=[C:13]([O:17][CH2:18][CH2:19][CH2:20][O:21][C:22]2[CH:27]=[C:26]([O:28]CC3C=CC=CC=3)[C:25]([C:36]3[NH:37][N:38]=[N:39][CH:40]=3)=[CH:24][C:23]=2[CH2:41][CH3:42])[C:12]=1[CH2:43][CH2:44][CH3:45].B(F)(F)F.CCOCC, predict the reaction product. The product is: [CH2:41]([C:23]1[CH:24]=[C:25]([C:36]2[NH:37][N:38]=[N:39][CH:40]=2)[C:26]([OH:28])=[CH:27][C:22]=1[O:21][CH2:20][CH2:19][CH2:18][O:17][C:13]1[C:12]([CH2:43][CH2:44][CH3:45])=[C:11]([CH:16]=[CH:15][CH:14]=1)[O:10][C:5]1[CH:6]=[CH:7][CH:8]=[CH:9][C:4]=1[C:3]([OH:46])=[O:2])[CH3:42]. (3) Given the reactants [F:1][C:2]([F:24])([F:23])[C:3]1[CH:4]=[CH:5][C:6]([O:9][C:10]2[CH:11]=[C:12]3[C:17](=[CH:18][CH:19]=2)[N:16]=[C:15]([C:20]([OH:22])=O)[CH:14]=[CH:13]3)=[N:7][CH:8]=1.Cl.[NH2:26][CH:27]1[CH2:31][N:30]([C:32]2[CH:37]=[CH:36][C:35]([F:38])=[CH:34][CH:33]=2)[C:29](=[O:39])[CH2:28]1, predict the reaction product. The product is: [F:38][C:35]1[CH:34]=[CH:33][C:32]([N:30]2[C:29](=[O:39])[CH2:28][CH:27]([NH:26][C:20]([C:15]3[CH:14]=[CH:13][C:12]4[C:17](=[CH:18][CH:19]=[C:10]([O:9][C:6]5[CH:5]=[CH:4][C:3]([C:2]([F:23])([F:1])[F:24])=[CH:8][N:7]=5)[CH:11]=4)[N:16]=3)=[O:22])[CH2:31]2)=[CH:37][CH:36]=1. (4) Given the reactants [CH2:1]([C:5]12[CH2:17][CH2:16][C:15](=[O:18])[C:14]([CH3:19])=[C:13]1[C:12]1[C:7](=[CH:8][C:9]([OH:20])=[CH:10][CH:11]=1)[CH2:6]2)[CH2:2][CH2:3][CH3:4].C(N(CC)C(C)C)(C)C.[CH3:30][O:31][CH2:32]Cl, predict the reaction product. The product is: [CH2:1]([C:5]12[CH2:17][CH2:16][C:15](=[O:18])[C:14]([CH3:19])=[C:13]1[C:12]1[C:7](=[CH:8][C:9]([O:20][CH2:30][O:31][CH3:32])=[CH:10][CH:11]=1)[CH2:6]2)[CH2:2][CH2:3][CH3:4]. (5) Given the reactants [Cl:1][C:2]1[CH:3]=[N:4][C:5]2[C:10]([CH:11]=1)=[CH:9][C:8]([CH2:12][C:13]1[CH:14]=[C:15]([CH:20]=[CH:21][N:22]=1)[C:16]([O:18]C)=[O:17])=[CH:7][C:6]=2[C:23]#[N:24].[OH-].[Na+].Cl, predict the reaction product. The product is: [Cl:1][C:2]1[CH:3]=[N:4][C:5]2[C:10]([CH:11]=1)=[CH:9][C:8]([CH2:12][C:13]1[CH:14]=[C:15]([CH:20]=[CH:21][N:22]=1)[C:16]([OH:18])=[O:17])=[CH:7][C:6]=2[C:23]#[N:24].